Task: Predict the reactants needed to synthesize the given product.. Dataset: Full USPTO retrosynthesis dataset with 1.9M reactions from patents (1976-2016) (1) Given the product [CH2:1]([NH:8][C:9]([C:11]1[C:12]([NH:20][CH2:21][C:22]2[CH:27]=[CH:26][C:25]([O:28][CH3:29])=[C:24]([Cl:30])[CH:23]=2)=[N:13][C:14]([N:34]2[CH2:35][CH:36]3[CH:32]([CH2:37]3)[CH2:33]2)=[N:15][CH:16]=1)=[O:10])[C:2]1[CH:7]=[CH:6][CH:5]=[CH:4][CH:3]=1, predict the reactants needed to synthesize it. The reactants are: [CH2:1]([NH:8][C:9]([C:11]1[C:12]([NH:20][CH2:21][C:22]2[CH:27]=[CH:26][C:25]([O:28][CH3:29])=[C:24]([Cl:30])[CH:23]=2)=[N:13][C:14](S(C)=O)=[N:15][CH:16]=1)=[O:10])[C:2]1[CH:7]=[CH:6][CH:5]=[CH:4][CH:3]=1.Cl.[CH:32]12[CH2:37][CH:36]1[CH2:35][NH:34][CH2:33]2.C(N(CC)CC)C. (2) Given the product [Br:18][CH2:19][CH2:20][CH2:21][C:9]([CH3:17])([CH3:8])[C:10]([O:12][C:13]([CH3:16])([CH3:15])[CH3:14])=[O:11], predict the reactants needed to synthesize it. The reactants are: C(NC(C)C)(C)C.[CH3:8][CH:9]([CH3:17])[C:10]([O:12][C:13]([CH3:16])([CH3:15])[CH3:14])=[O:11].[Br:18][CH2:19][CH2:20][CH2:21]Br.[Cl-].[NH4+]. (3) Given the product [F:1][C:2]1[CH:24]=[CH:23][CH:22]=[CH:21][C:3]=1[CH2:4][C@H:5]1[CH2:10][C@@H:9]([C:11]2[O:15][NH:14][C:13](=[O:16])[CH:12]=2)[CH2:8][CH2:7][NH:6]1, predict the reactants needed to synthesize it. The reactants are: [F:1][C:2]1[CH:24]=[CH:23][CH:22]=[CH:21][C:3]=1[CH2:4][C@H:5]1[CH2:10][C@@H:9]([C:11]2[O:15][NH:14][C:13](=[O:16])[CH:12]=2)[CH2:8][CH2:7][N:6]1C(OC)=O. (4) Given the product [CH3:1][S:2]([CH2:5][N:6]1[C:14]2[CH:13]=[C:12]([NH:15][C:16]([C:32]3[CH:41]=[CH:40][C:35]([C:36]([O:38][CH3:39])=[O:37])=[CH:34][CH:33]=3)=[O:22])[N:11]=[CH:10][C:9]=2[CH:8]=[CH:7]1)(=[O:3])=[O:4], predict the reactants needed to synthesize it. The reactants are: [CH3:1][S:2]([CH2:5][N:6]1[C:14]2[CH:13]=[C:12]([NH:15][C:16](=[O:22])OC(C)(C)C)[N:11]=[CH:10][C:9]=2[CH:8]=[CH:7]1)(=[O:4])=[O:3].N1C=CC=CC=1.ClC([C:32]1[CH:41]=[CH:40][C:35]([C:36]([O:38][CH3:39])=[O:37])=[CH:34][CH:33]=1)=O. (5) Given the product [Cl:1][C:2]1[CH:3]=[C:4]2[C:8](=[CH:9][CH:10]=1)[NH:7][C:6]([S:11]([N:14]1[CH2:19][CH2:18][N:17]([C:20]([C:23]3[CH:24]=[CH:25][C:26]([B:29]([OH:31])[OH:30])=[CH:27][CH:28]=3)=[O:21])[CH2:16][CH2:15]1)(=[O:13])=[O:12])=[CH:5]2, predict the reactants needed to synthesize it. The reactants are: [Cl:1][C:2]1[CH:3]=[C:4]2[C:8](=[CH:9][CH:10]=1)[NH:7][C:6]([S:11]([N:14]1[CH2:19][CH2:18][NH:17][CH2:16][CH2:15]1)(=[O:13])=[O:12])=[CH:5]2.[C:20]([C:23]1[CH:28]=[CH:27][C:26]([B:29]([OH:31])[OH:30])=[CH:25][CH:24]=1)(O)=[O:21].F[B-](F)(F)F.N1(OC(N(C)C)=[N+](C)C)C2C=CC=CC=2N=N1. (6) Given the product [N:23]([CH2:12][CH2:7][O:6][CH2:5][CH2:1][O:3][CH2:4][CH2:30][OH:31])=[N+:24]=[N-:25], predict the reactants needed to synthesize it. The reactants are: [C:1]([CH2:5][O:6][C:7]1[CH:12]=CC(N=NC2C=CC(CO)=CC=2)=CC=1)([O:3][CH3:4])=O.[N-:23]=[N+:24]=[N-:25].[Na+].CN([CH:30]=[O:31])C. (7) Given the product [CH2:1]([N:3]1[C:7]2=[N:8][C:9]([CH2:33][CH3:34])=[C:10]([CH2:19][NH:20][C:21]([C:23]3[CH:24]=[C:25]([CH:30]=[CH:31][CH:32]=3)[C:26]([OH:28])=[O:27])=[O:22])[C:11]([NH:12][CH:13]3[CH2:18][CH2:17][O:16][CH2:15][CH2:14]3)=[C:6]2[CH:5]=[N:4]1)[CH3:2], predict the reactants needed to synthesize it. The reactants are: [CH2:1]([N:3]1[C:7]2=[N:8][C:9]([CH2:33][CH3:34])=[C:10]([CH2:19][NH:20][C:21]([C:23]3[CH:24]=[C:25]([CH:30]=[CH:31][CH:32]=3)[C:26]([O:28]C)=[O:27])=[O:22])[C:11]([NH:12][CH:13]3[CH2:18][CH2:17][O:16][CH2:15][CH2:14]3)=[C:6]2[CH:5]=[N:4]1)[CH3:2].[OH-].[Li+].C1COCC1.Cl. (8) The reactants are: Cl[C:2]1[C:7]2[C:8]([CH3:12])=[C:9]([CH3:11])[NH:10][C:6]=2[CH:5]=[CH:4][N:3]=1.[F:13][C:14]1[CH:21]=[CH:20][C:17]([CH2:18][NH2:19])=[CH:16][CH:15]=1. Given the product [CH3:11][C:9]1[NH:10][C:6]2[CH:5]=[CH:4][N:3]=[C:2]([NH:19][CH2:18][C:17]3[CH:20]=[CH:21][C:14]([F:13])=[CH:15][CH:16]=3)[C:7]=2[C:8]=1[CH3:12], predict the reactants needed to synthesize it. (9) Given the product [Br:1][C:2]1[CH:3]=[C:4]([N:8]2[C:16]3[C:11](=[CH:12][C:13]([C:17]4[CH:18]=[N:19][N:20]([CH3:22])[CH:21]=4)=[CH:14][CH:15]=3)[C:10]([C:23]([NH2:27])=[O:24])=[N:9]2)[CH:5]=[CH:6][CH:7]=1, predict the reactants needed to synthesize it. The reactants are: [Br:1][C:2]1[CH:3]=[C:4]([N:8]2[C:16]3[C:11](=[CH:12][C:13]([C:17]4[CH:18]=[N:19][N:20]([CH3:22])[CH:21]=4)=[CH:14][CH:15]=3)[C:10]([C:23](O)=[O:24])=[N:9]2)[CH:5]=[CH:6][CH:7]=1.[Cl-].[NH4+:27].